The task is: Regression/Classification. Given a drug SMILES string, predict its absorption, distribution, metabolism, or excretion properties. Task type varies by dataset: regression for continuous measurements (e.g., permeability, clearance, half-life) or binary classification for categorical outcomes (e.g., BBB penetration, CYP inhibition). Dataset: hlm.. This data is from Human liver microsome stability data. (1) The drug is CC(C)(C)c1cc(NC(=O)[C@@H]2C[C@@H](O)CN2CC2CCOCC2)on1. The result is 0 (unstable in human liver microsomes). (2) The molecule is C[C@@H]1CN(c2ccc(F)cc2C(F)(F)F)CCN1S(=O)(=O)c1ccc([C@](O)(C(N)=O)C(F)(F)F)cc1. The result is 1 (stable in human liver microsomes).